From a dataset of NCI-60 drug combinations with 297,098 pairs across 59 cell lines. Regression. Given two drug SMILES strings and cell line genomic features, predict the synergy score measuring deviation from expected non-interaction effect. (1) Drug 1: C(CC(=O)O)C(=O)CN.Cl. Drug 2: CC1=C(C(=O)C2=C(C1=O)N3CC4C(C3(C2COC(=O)N)OC)N4)N. Cell line: OVCAR-5. Synergy scores: CSS=29.1, Synergy_ZIP=-4.44, Synergy_Bliss=-4.28, Synergy_Loewe=-25.8, Synergy_HSA=-2.17. (2) Synergy scores: CSS=35.2, Synergy_ZIP=2.75, Synergy_Bliss=0.726, Synergy_Loewe=-36.5, Synergy_HSA=-4.45. Drug 2: C1CCC(C(C1)N)N.C(=O)(C(=O)[O-])[O-].[Pt+4]. Cell line: HL-60(TB). Drug 1: CCC(=C(C1=CC=CC=C1)C2=CC=C(C=C2)OCCN(C)C)C3=CC=CC=C3.C(C(=O)O)C(CC(=O)O)(C(=O)O)O. (3) Drug 1: CC1=CC=C(C=C1)C2=CC(=NN2C3=CC=C(C=C3)S(=O)(=O)N)C(F)(F)F. Drug 2: B(C(CC(C)C)NC(=O)C(CC1=CC=CC=C1)NC(=O)C2=NC=CN=C2)(O)O. Cell line: TK-10. Synergy scores: CSS=58.2, Synergy_ZIP=-0.670, Synergy_Bliss=-3.55, Synergy_Loewe=-41.6, Synergy_HSA=-1.62. (4) Drug 1: CC1OCC2C(O1)C(C(C(O2)OC3C4COC(=O)C4C(C5=CC6=C(C=C35)OCO6)C7=CC(=C(C(=C7)OC)O)OC)O)O. Drug 2: CCN(CC)CCNC(=O)C1=C(NC(=C1C)C=C2C3=C(C=CC(=C3)F)NC2=O)C. Cell line: RPMI-8226. Synergy scores: CSS=52.7, Synergy_ZIP=7.86, Synergy_Bliss=8.68, Synergy_Loewe=-2.73, Synergy_HSA=6.04. (5) Drug 1: CC1=C(C(=CC=C1)Cl)NC(=O)C2=CN=C(S2)NC3=CC(=NC(=N3)C)N4CCN(CC4)CCO. Drug 2: C1CNP(=O)(OC1)N(CCCl)CCCl. Cell line: UO-31. Synergy scores: CSS=9.21, Synergy_ZIP=-1.67, Synergy_Bliss=1.08, Synergy_Loewe=-21.2, Synergy_HSA=-1.03. (6) Drug 1: C1=NC2=C(N=C(N=C2N1C3C(C(C(O3)CO)O)F)Cl)N. Drug 2: C1CN(P(=O)(OC1)NCCCl)CCCl. Cell line: SK-MEL-5. Synergy scores: CSS=6.27, Synergy_ZIP=-1.83, Synergy_Bliss=0.463, Synergy_Loewe=-4.67, Synergy_HSA=-1.29.